Dataset: Catalyst prediction with 721,799 reactions and 888 catalyst types from USPTO. Task: Predict which catalyst facilitates the given reaction. (1) Reactant: [CH:1](NC(C)C)(C)C.C([Li])CCC.[CH3:13][O:14][C:15]1[CH:23]=[CH:22][C:18]([C:19]([OH:21])=[O:20])=[C:17]([CH3:24])[CH:16]=1.C=O. Product: [CH3:13][O:14][C:15]1[CH:16]=[C:17]2[C:18](=[CH:22][CH:23]=1)[C:19](=[O:21])[O:20][CH2:1][CH2:24]2. The catalyst class is: 20. (2) Reactant: [C:1]([O:5][C:6]([NH:8][C@H:9]1[CH2:14][CH2:13][CH2:12][C@@H:11]([C:15]([OH:17])=[O:16])[CH2:10]1)=[O:7])([CH3:4])([CH3:3])[CH3:2].[C:18]([O-])([O-])=O.[K+].[K+].CI. Product: [C:1]([O:5][C:6]([NH:8][C@@H:9]1[CH2:14][CH2:13][CH2:12][C@H:11]([C:15]([O:17][CH3:18])=[O:16])[CH2:10]1)=[O:7])([CH3:4])([CH3:2])[CH3:3]. The catalyst class is: 303. (3) Reactant: [C:1]([O:5][C:6]([NH:8][CH2:9][C:10]1[N:11]([CH2:31][CH:32]([CH3:34])[CH3:33])[C:12](=[O:30])[C:13]2[C:18]([C:19]=1[C:20]1[CH:25]=[CH:24][CH:23]=[C:22]([F:26])[CH:21]=1)=[CH:17][C:16]([C:27](O)=[O:28])=[CH:15][CH:14]=2)=[O:7])([CH3:4])([CH3:3])[CH3:2].Cl.C([N:38]=C=NCCCN(C)C)C.[NH4+].ON1C2C=CC=CC=2N=N1.O. Product: [C:1]([O:5][C:6]([NH:8][CH2:9][C:10]1[N:11]([CH2:31][CH:32]([CH3:34])[CH3:33])[C:12](=[O:30])[C:13]2[C:18]([C:19]=1[C:20]1[CH:25]=[CH:24][CH:23]=[C:22]([F:26])[CH:21]=1)=[CH:17][C:16]([C:27]([NH2:38])=[O:28])=[CH:15][CH:14]=2)=[O:7])([CH3:4])([CH3:2])[CH3:3]. The catalyst class is: 9. (4) Reactant: C(OC([N:8]1[CH2:13][CH2:12][CH:11]([NH:14][S:15]([C:18]2[CH:23]=[CH:22][CH:21]=[C:20]([NH:24][C:25]3[C:30]([CH3:31])=[CH:29][N:28]=[C:27]([NH:32][C:33]4[CH:38]=[CH:37][C:36]([N:39]5[CH2:44][CH2:43][N:42]([CH3:45])[CH2:41][CH2:40]5)=[CH:35][CH:34]=4)[N:26]=3)[CH:19]=2)(=[O:17])=[O:16])[CH2:10][CH2:9]1)=O)(C)(C)C.C(O)(C(F)(F)F)=O. Product: [CH3:31][C:30]1[C:25]([NH:24][C:20]2[CH:19]=[C:18]([S:15]([NH:14][CH:11]3[CH2:12][CH2:13][NH:8][CH2:9][CH2:10]3)(=[O:17])=[O:16])[CH:23]=[CH:22][CH:21]=2)=[N:26][C:27]([NH:32][C:33]2[CH:38]=[CH:37][C:36]([N:39]3[CH2:40][CH2:41][N:42]([CH3:45])[CH2:43][CH2:44]3)=[CH:35][CH:34]=2)=[N:28][CH:29]=1. The catalyst class is: 2.